Dataset: Reaction yield outcomes from USPTO patents with 853,638 reactions. Task: Predict the reaction yield, written as a fraction of the theoretical maximum amount of product (1.0 means a 100% yield; for example, 0.34 means a 34% yield). (1) The reactants are C(NC(C)C)(C)C.C([Li])CCC.[CH2:13]([SnH:17]([CH2:22][CH2:23][CH2:24][CH3:25])[CH2:18][CH2:19][CH2:20][CH3:21])[CH2:14][CH2:15][CH3:16].[CH2:26]([O:28][CH2:29]Cl)[CH3:27].[Cl-].[NH4+]. The catalyst is C(OCC)C.O1CCCC1. The product is [CH2:22]([Sn:17]([CH2:13][CH2:14][CH2:15][CH3:16])([CH2:18][CH2:19][CH2:20][CH3:21])[CH2:29][O:28][CH2:26][CH3:27])[CH2:23][CH2:24][CH3:25]. The yield is 0.660. (2) The reactants are O=P(Cl)(Cl)Cl.[CH3:6][O:7][C:8]1[CH:9]=[CH:10][C:11]2[CH2:17][CH:16]([CH2:18][C:19]([O:21][CH2:22][CH3:23])=[O:20])[C:15]3[CH:24]=[CH:25][CH:26]=[CH:27][C:14]=3[CH2:13][C:12]=2[CH:28]=1.CN([CH:32]=[O:33])C. No catalyst specified. The product is [CH:32]([C:9]1[C:8]([O:7][CH3:6])=[CH:28][C:12]2[CH2:13][C:14]3[CH:27]=[CH:26][CH:25]=[CH:24][C:15]=3[CH:16]([CH2:18][C:19]([O:21][CH2:22][CH3:23])=[O:20])[CH2:17][C:11]=2[CH:10]=1)=[O:33]. The yield is 0.210. (3) The reactants are [NH2:1][C:2]1[CH:22]=[C:21]([Cl:23])[C:5]2[O:6][C:7]3[C:16]([CH3:17])=[CH:15][C:14]([C:18]([OH:20])=[O:19])=[CH:13][C:8]=3[S:9](=[O:12])(=[O:11])[CH2:10][C:4]=2[CH:3]=1.[CH3:24][O-].[Na+].C=O.[BH4-].[Na+].[OH-].[K+]. The catalyst is CO. The product is [Cl:23][C:21]1[C:5]2[O:6][C:7]3[C:16]([CH3:17])=[CH:15][C:14]([C:18]([OH:20])=[O:19])=[CH:13][C:8]=3[S:9](=[O:11])(=[O:12])[CH2:10][C:4]=2[CH:3]=[C:2]([NH:1][CH3:24])[CH:22]=1. The yield is 0.385.